Dataset: NCI-60 drug combinations with 297,098 pairs across 59 cell lines. Task: Regression. Given two drug SMILES strings and cell line genomic features, predict the synergy score measuring deviation from expected non-interaction effect. (1) Drug 1: C1=NC2=C(N=C(N=C2N1C3C(C(C(O3)CO)O)O)F)N. Drug 2: CN1C(=O)N2C=NC(=C2N=N1)C(=O)N. Cell line: SW-620. Synergy scores: CSS=3.21, Synergy_ZIP=-1.92, Synergy_Bliss=0.147, Synergy_Loewe=0.484, Synergy_HSA=0.573. (2) Drug 1: C(=O)(N)NO. Drug 2: B(C(CC(C)C)NC(=O)C(CC1=CC=CC=C1)NC(=O)C2=NC=CN=C2)(O)O. Cell line: HCT-15. Synergy scores: CSS=21.4, Synergy_ZIP=0.742, Synergy_Bliss=0.862, Synergy_Loewe=-65.4, Synergy_HSA=-2.41. (3) Drug 1: CN1C(=O)N2C=NC(=C2N=N1)C(=O)N. Drug 2: C1=CN(C=N1)CC(O)(P(=O)(O)O)P(=O)(O)O. Cell line: HOP-62. Synergy scores: CSS=-3.38, Synergy_ZIP=1.47, Synergy_Bliss=0.220, Synergy_Loewe=-2.06, Synergy_HSA=-3.30. (4) Drug 1: COC1=C(C=C2C(=C1)N=CN=C2NC3=CC(=C(C=C3)F)Cl)OCCCN4CCOCC4. Drug 2: CCC1(CC2CC(C3=C(CCN(C2)C1)C4=CC=CC=C4N3)(C5=C(C=C6C(=C5)C78CCN9C7C(C=CC9)(C(C(C8N6C=O)(C(=O)OC)O)OC(=O)C)CC)OC)C(=O)OC)O.OS(=O)(=O)O. Cell line: MDA-MB-435. Synergy scores: CSS=34.5, Synergy_ZIP=-2.89, Synergy_Bliss=-1.15, Synergy_Loewe=-27.7, Synergy_HSA=-0.777. (5) Drug 2: N.N.Cl[Pt+2]Cl. Synergy scores: CSS=7.29, Synergy_ZIP=3.43, Synergy_Bliss=6.44, Synergy_Loewe=1.86, Synergy_HSA=2.36. Cell line: SK-MEL-5. Drug 1: CC1=C(C=C(C=C1)NC2=NC=CC(=N2)N(C)C3=CC4=NN(C(=C4C=C3)C)C)S(=O)(=O)N.Cl.